From a dataset of Full USPTO retrosynthesis dataset with 1.9M reactions from patents (1976-2016). Predict the reactants needed to synthesize the given product. (1) Given the product [C:40]([NH:1][C:2]1[CH:7]=[CH:6][CH:5]=[CH:4][C:3]=1[N:8]1[C:16]2[C:11](=[CH:12][C:13]([NH:17][C:18]3[CH:27]=[CH:26][C:25]([Cl:28])=[CH:24][C:19]=3[C:20]([O:22][CH3:23])=[O:21])=[CH:14][CH:15]=2)[CH:10]=[CH:9]1)(=[O:42])[CH3:41], predict the reactants needed to synthesize it. The reactants are: [NH2:1][C:2]1[CH:7]=[CH:6][CH:5]=[CH:4][C:3]=1[N:8]1[C:16]2[C:11](=[CH:12][C:13]([NH:17][C:18]3[CH:27]=[CH:26][C:25]([Cl:28])=[CH:24][C:19]=3[C:20]([O:22][CH3:23])=[O:21])=[CH:14][CH:15]=2)[CH:10]=[CH:9]1.N1C=CC=CC=1.C(=O)(O)[O-].[Na+].[C:40](OCC)(=[O:42])[CH3:41]. (2) Given the product [C:26]1([C:23]2[S:24][CH:25]=[C:21]([C:19]([C:5]3[CH:4]=[C:3]([O:2][CH3:1])[C:8]([O:9][CH3:10])=[C:7]([O:11][CH3:12])[CH:6]=3)=[O:20])[N:22]=2)[CH:27]=[CH:28][CH:29]=[CH:30][CH:31]=1, predict the reactants needed to synthesize it. The reactants are: [CH3:1][O:2][C:3]1[CH:4]=[C:5]([Mg]Br)[CH:6]=[C:7]([O:11][CH3:12])[C:8]=1[O:9][CH3:10].COCN[C:19]([C:21]1[N:22]=[C:23]([C:26]2[CH:31]=[CH:30][CH:29]=[CH:28][CH:27]=2)[S:24][CH:25]=1)=[O:20]. (3) Given the product [P:37]([O:36][C:32]([CH3:33])([CH3:34])[CH3:35])([O:38][C:39]([CH3:40])([CH3:41])[CH3:42])([O:15][CH2:14][CH2:13][NH:12][C:10](=[O:11])[C:9]1[CH:16]=[C:5]([N:4]([CH2:3][CH2:2][Br:1])[CH2:24][CH2:25][Br:26])[C:6]([S:20]([CH3:23])(=[O:22])=[O:21])=[CH:7][C:8]=1[N+:17]([O-:19])=[O:18])=[O:58], predict the reactants needed to synthesize it. The reactants are: [Br:1][CH2:2][CH2:3][N:4]([CH2:24][CH2:25][Br:26])[C:5]1[C:6]([S:20]([CH3:23])(=[O:22])=[O:21])=[CH:7][C:8]([N+:17]([O-:19])=[O:18])=[C:9]([CH:16]=1)[C:10]([NH:12][CH2:13][CH2:14][OH:15])=[O:11].N1C=NN=N1.[C:32]([O:36][P:37](N(C(C)C)C(C)C)[O:38][C:39]([CH3:42])([CH3:41])[CH3:40])([CH3:35])([CH3:34])[CH3:33].C1C=C(Cl)C=C(C(OO)=[O:58])C=1. (4) Given the product [O:14]1[CH2:15][CH2:16][N:11]([C:2]2[S:3][CH:4]=[C:5]([C:7]([O:9][CH3:10])=[O:8])[N:6]=2)[CH2:12][CH2:13]1, predict the reactants needed to synthesize it. The reactants are: Br[C:2]1[S:3][CH:4]=[C:5]([C:7]([O:9][CH3:10])=[O:8])[N:6]=1.[NH:11]1[CH2:16][CH2:15][O:14][CH2:13][CH2:12]1. (5) Given the product [ClH:15].[OH:47][C@H:46]([CH2:45][OH:44])[CH2:48][N:38]1[CH2:37][CH2:36][C:35]2[C:40](=[CH:41][CH:42]=[C:33]([C:30]3[N:29]=[C:28]([C:23]4[CH:24]=[C:25]([C:26]#[N:27])[C:20]([NH:19][CH:17]([CH3:16])[CH3:18])=[N:21][CH:22]=4)[O:32][N:31]=3)[C:34]=2[CH3:43])[CH2:39]1, predict the reactants needed to synthesize it. The reactants are: C(O[BH-](OC(=O)C)OC(=O)C)(=O)C.[Na+].[ClH:15].[CH3:16][CH:17]([NH:19][C:20]1[C:25]([C:26]#[N:27])=[CH:24][C:23]([C:28]2[O:32][N:31]=[C:30]([C:33]3[C:34]([CH3:43])=[C:35]4[C:40](=[CH:41][CH:42]=3)[CH2:39][NH:38][CH2:37][CH2:36]4)[N:29]=2)=[CH:22][N:21]=1)[CH3:18].[O:44]=[CH:45][C@@H:46]([CH2:48]O)[OH:47].C(=O)([O-])O.[Na+].